Dataset: Forward reaction prediction with 1.9M reactions from USPTO patents (1976-2016). Task: Predict the product of the given reaction. Given the reactants [CH2:1]([O:8][C@@H:9]1[C@@H:14]([O:15][CH2:16][C:17]2[CH:22]=[CH:21][CH:20]=[CH:19][CH:18]=2)[C@H:13]([O:23][CH2:24][C:25]2[CH:30]=[CH:29][CH:28]=[CH:27][CH:26]=2)[C@@H:12]([CH2:31][O:32][CH2:33][C:34]2[CH:39]=[CH:38][CH:37]=[CH:36][CH:35]=2)[O:11][C@H:10]1[C:40]1[C:48]2[C:43](=[CH:44][CH:45]=[CH:46][C:47]=2[CH3:49])[NH:42][CH:41]=1)[C:2]1[CH:7]=[CH:6][CH:5]=[CH:4][CH:3]=1.[H-].[Na+].[CH2:52]([C:54]1[CH:61]=[CH:60][C:57]([CH2:58]Br)=[CH:56][CH:55]=1)[CH3:53].Cl, predict the reaction product. The product is: [CH2:1]([O:8][C@@H:9]1[C@@H:14]([O:15][CH2:16][C:17]2[CH:18]=[CH:19][CH:20]=[CH:21][CH:22]=2)[C@H:13]([O:23][CH2:24][C:25]2[CH:30]=[CH:29][CH:28]=[CH:27][CH:26]=2)[C@@H:12]([CH2:31][O:32][CH2:33][C:34]2[CH:35]=[CH:36][CH:37]=[CH:38][CH:39]=2)[O:11][C@H:10]1[C:40]1[C:48]2[C:43](=[CH:44][CH:45]=[CH:46][C:47]=2[CH3:49])[N:42]([CH2:58][C:57]2[CH:60]=[CH:61][C:54]([CH2:52][CH3:53])=[CH:55][CH:56]=2)[CH:41]=1)[C:2]1[CH:3]=[CH:4][CH:5]=[CH:6][CH:7]=1.